This data is from Catalyst prediction with 721,799 reactions and 888 catalyst types from USPTO. The task is: Predict which catalyst facilitates the given reaction. (1) Reactant: [O:1]=[C:2]1[C:10](=[N:11][N:12]=[CH:13][C:14]2[NH:18][C:17]([CH3:19])=[C:16]([C:20]([NH:22][CH2:23][CH2:24][CH2:25][CH2:26][CH2:27][C:28](O)=[O:29])=[O:21])[C:15]=2[CH3:31])[C:9]2[C:4](=[CH:5][CH:6]=[CH:7][CH:8]=2)[NH:3]1.Cl.C(N=C=NCCCN(C)C)C.O[C:45]1[C:53]2[N:52]=N[NH:50][C:49]=2[CH:48]=[CH:47][CH:46]=1.C(N(CC)CC)C.C1(N)C=CC=CC=1N. Product: [O:1]=[C:2]1[C:10](=[N:11][N:12]=[CH:13][C:14]2[NH:18][C:17]([CH3:19])=[C:16]([C:20]([NH:22][CH2:23][CH2:24][CH2:25][CH2:26][CH2:27][C:28]([NH:50][C:49]3[CH:48]=[CH:47][CH:46]=[CH:45][C:53]=3[NH2:52])=[O:29])=[O:21])[C:15]=2[CH3:31])[C:9]2[C:4](=[CH:5][CH:6]=[CH:7][CH:8]=2)[NH:3]1. The catalyst class is: 650. (2) Reactant: [NH2:1][C:2]1[CH:31]=[CH:30][C:5]([O:6][C:7]2[CH:12]=[CH:11][N:10]=[C:9]3[CH:13]=[C:14]([C:16]4[N:21]=[CH:20][C:19]([CH2:22][N:23]5[CH2:28][CH2:27][CH2:26][O:25][C:24]5=[O:29])=[CH:18][CH:17]=4)[S:15][C:8]=23)=[C:4]([F:32])[CH:3]=1.[N:33]([CH:36]([CH3:38])[CH3:37])=[C:34]=[O:35]. Product: [F:32][C:4]1[CH:3]=[C:2]([NH:1][C:34]([NH:33][CH:36]([CH3:38])[CH3:37])=[O:35])[CH:31]=[CH:30][C:5]=1[O:6][C:7]1[CH:12]=[CH:11][N:10]=[C:9]2[CH:13]=[C:14]([C:16]3[CH:17]=[CH:18][C:19]([CH2:22][N:23]4[CH2:28][CH2:27][CH2:26][O:25][C:24]4=[O:29])=[CH:20][N:21]=3)[S:15][C:8]=12. The catalyst class is: 2. (3) Reactant: [C:1]([O:5][C:6]([N:8]([C:35]([O:37][C:38]([CH3:41])([CH3:40])[CH3:39])=[O:36])[C:9]1[CH:10]=[N:11][CH:12]=[CH:13][C:14]=1[N:15]1[CH2:20][C@@H:19]([CH3:21])[C@@H:18](CS([O-])(=O)=O)[C@@H:17]([NH:27][C:28]([O:30][C:31]([CH3:34])([CH3:33])[CH3:32])=[O:29])[CH2:16]1)=[O:7])([CH3:4])([CH3:3])[CH3:2].[N-:42]=[N+:43]=[N-:44].[Na+]. Product: [N:42]([C@H:18]1[C@@H:19]([CH3:21])[CH2:20][N:15]([C:14]2[CH:13]=[CH:12][N:11]=[CH:10][C:9]=2[N:8]([C:35]([O:37][C:38]([CH3:40])([CH3:39])[CH3:41])=[O:36])[C:6](=[O:7])[O:5][C:1]([CH3:3])([CH3:4])[CH3:2])[CH2:16][C@H:17]1[NH:27][C:28]([O:30][C:31]([CH3:32])([CH3:34])[CH3:33])=[O:29])=[N+:43]=[N-:44]. The catalyst class is: 3. (4) Reactant: [C:1]([NH2:9])(=[O:8])[C:2]1[CH:7]=[CH:6][CH:5]=[N:4][CH:3]=1.[CH2:10]([Cl:17])[C:11]1[CH:16]=[CH:15][CH:14]=[CH:13][CH:12]=1. Product: [Cl-:17].[CH2:10]([N+:4]1[CH:5]=[CH:6][CH:7]=[C:2]([C:1](=[O:8])[NH2:9])[CH:3]=1)[C:11]1[CH:16]=[CH:15][CH:14]=[CH:13][CH:12]=1. The catalyst class is: 8.